This data is from Forward reaction prediction with 1.9M reactions from USPTO patents (1976-2016). The task is: Predict the product of the given reaction. (1) Given the reactants [C:1]([C:3]1[CH:4]=[CH:5][C:6]([O:12][CH:13]([CH3:15])[CH3:14])=[C:7]([CH:11]=1)[C:8]([OH:10])=O)#[CH:2].[NH2:16][C@@H:17]([CH2:28][OH:29])[CH2:18][C:19]1[C:27]2[C:22](=[CH:23][CH:24]=[CH:25][CH:26]=2)[NH:21][CH:20]=1.C1C=CC2N(O)N=NC=2C=1.C(Cl)CCl, predict the reaction product. The product is: [C:1]([C:3]1[CH:4]=[CH:5][C:6]([O:12][CH:13]([CH3:15])[CH3:14])=[C:7]([CH:11]=1)[C:8]([NH:16][C@@H:17]([CH2:28][OH:29])[CH2:18][C:19]1[C:27]2[C:22](=[CH:23][CH:24]=[CH:25][CH:26]=2)[NH:21][CH:20]=1)=[O:10])#[CH:2]. (2) Given the reactants [C:1]([CH:9]1[C:14](=O)[CH2:13][CH2:12][N:11]([C:16]([O:18][C:19]([CH3:22])([CH3:21])[CH3:20])=[O:17])[CH2:10]1)(=O)[C:2]1[CH:7]=[CH:6][N:5]=[CH:4][CH:3]=1.[NH2:23][NH2:24], predict the reaction product. The product is: [N:5]1[CH:6]=[CH:7][C:2]([C:1]2[C:9]3[CH2:10][N:11]([C:16]([O:18][C:19]([CH3:22])([CH3:21])[CH3:20])=[O:17])[CH2:12][CH2:13][C:14]=3[NH:24][N:23]=2)=[CH:3][CH:4]=1. (3) Given the reactants BrC1C=CC2O[C:13]3[C:12](=O)[NH:11][C:10]([CH2:16]Cl)=NC=3C=2C=1.[Cl:18][C:19]1[CH:20]=[CH:21][C:22]2[O:31][C:30]3[C:29](=[O:32])[NH:28][C:27]([CH2:33]Cl)=[N:26][C:25]=3[C:23]=2[CH:24]=1.N1CCCCC1.N1CCCC1, predict the reaction product. The product is: [Cl:18][C:19]1[CH:20]=[CH:21][C:22]2[O:31][C:30]3[C:29](=[O:32])[NH:28][C:27]([CH2:33][N:11]4[CH2:10][CH2:16][CH2:13][CH2:12]4)=[N:26][C:25]=3[C:23]=2[CH:24]=1. (4) The product is: [C:26]([NH:29][C:30]([C:33]1[C:41]2[C:36](=[N:37][CH:38]=[C:39]([C:42]3[C:50]4[CH2:49][CH2:48][CH2:47][CH2:46][C:45]=4[N:44]([CH3:51])[N+:43]=3[O-:52])[N:40]=2)[N:35]([CH2:53][O:54][CH2:55][CH2:56][Si:57]([CH3:60])([CH3:59])[CH3:58])[CH:34]=1)=[O:31])([CH3:28])([CH3:27])[CH3:25]. Given the reactants CN(C(ON1N=NC2C=CC=NC1=2)=[N+](C)C)C.F[P-](F)(F)(F)(F)F.[CH3:25][C:26]([NH2:29])([CH3:28])[CH3:27].[C:30]([C:33]1[C:41]2[C:36](=[N:37][CH:38]=[C:39]([C:42]3[C:50]4[CH2:49][CH2:48][CH2:47][CH2:46][C:45]=4[N:44]([CH3:51])[N+:43]=3[O-:52])[N:40]=2)[N:35]([CH2:53][O:54][CH2:55][CH2:56][Si:57]([CH3:60])([CH3:59])[CH3:58])[CH:34]=1)(O)=[O:31], predict the reaction product.